This data is from Full USPTO retrosynthesis dataset with 1.9M reactions from patents (1976-2016). The task is: Predict the reactants needed to synthesize the given product. Given the product [CH3:26][C:20]1[CH:21]=[CH:22][C:23]([CH3:25])=[CH:24][C:19]=1[CH2:18][C:17]([N:14]1[CH2:15][CH2:16][CH:11]([C:8]2[S:9][CH:10]=[C:6]([C:4]([OH:5])=[O:3])[N:7]=2)[CH2:12][CH2:13]1)=[O:27], predict the reactants needed to synthesize it. The reactants are: C([O:3][C:4]([C:6]1[N:7]=[C:8]([CH:11]2[CH2:16][CH2:15][N:14]([C:17](=[O:27])[CH2:18][C:19]3[CH:24]=[C:23]([CH3:25])[CH:22]=[CH:21][C:20]=3[CH3:26])[CH2:13][CH2:12]2)[S:9][CH:10]=1)=[O:5])C.[OH-].[Na+].Cl.C(OC(=O)C)C.